Dataset: Catalyst prediction with 721,799 reactions and 888 catalyst types from USPTO. Task: Predict which catalyst facilitates the given reaction. (1) The catalyst class is: 3. Product: [F:1][C:2]1[CH:7]=[C:6]([C:8]([N:31]2[CH2:36][CH2:35][CH2:34][C@@H:33]([OH:37])[CH2:32]2)=[O:9])[CH:5]=[CH:4][C:3]=1[C:11]1[CH:12]=[CH:13][C:14]([O:17][CH2:18][CH:19]2[CH2:24][CH2:23][N:22]([CH2:25][C:26]([F:29])([CH3:27])[CH3:28])[CH2:21][CH2:20]2)=[CH:15][CH:16]=1. Reactant: [F:1][C:2]1[CH:7]=[C:6]([C:8](O)=[O:9])[CH:5]=[CH:4][C:3]=1[C:11]1[CH:16]=[CH:15][C:14]([O:17][CH2:18][CH:19]2[CH2:24][CH2:23][N:22]([CH2:25][C:26]([F:29])([CH3:28])[CH3:27])[CH2:21][CH2:20]2)=[CH:13][CH:12]=1.Cl.[NH:31]1[CH2:36][CH2:35][CH2:34][C@@H:33]([OH:37])[CH2:32]1.F[P-](F)(F)(F)(F)F.N1(O[P+](N(C)C)(N(C)C)N(C)C)C2C=CC=CC=2N=N1.CCN(CC)CC.[NH4+].[Cl-]. (2) Reactant: C(OP([CH2:9][S:10]([O:13][CH2:14][CH3:15])(=[O:12])=[O:11])(OCC)=O)C.C([Li])CCC.[Cl:21][C:22]1[S:23][C:24]([C:27](=O)[C:28]([F:31])([F:30])[F:29])=[CH:25][CH:26]=1. Product: [Cl:21][C:22]1[S:23][C:24](/[C:27](/[C:28]([F:31])([F:29])[F:30])=[CH:9]/[S:10]([O:13][CH2:14][CH3:15])(=[O:11])=[O:12])=[CH:25][CH:26]=1. The catalyst class is: 1. (3) Reactant: [CH3:1][C:2]1([CH3:13])[O:7][C:6]2[CH:8]=[CH:9][CH:10]=[CH:11][C:5]=2[NH:4][C:3]1=[O:12].[H-].[Na+].[CH3:16]I. Product: [CH3:1][C:2]1([CH3:13])[O:7][C:6]2[CH:8]=[CH:9][CH:10]=[CH:11][C:5]=2[N:4]([CH3:16])[C:3]1=[O:12]. The catalyst class is: 3. (4) Reactant: [C:1]([O:5][C:6]([N:8]([C:28]([O:30][C:31]([CH3:34])([CH3:33])[CH3:32])=[O:29])[C:9]1[C:17]2[C:12](=[CH:13][CH:14]=[C:15]([N+:18]([O-])=O)[CH:16]=2)[N:11]([C:21]([O:23][C:24]([CH3:27])([CH3:26])[CH3:25])=[O:22])[N:10]=1)=[O:7])([CH3:4])([CH3:3])[CH3:2]. Product: [NH2:18][C:15]1[CH:16]=[C:17]2[C:12](=[CH:13][CH:14]=1)[N:11]([C:21]([O:23][C:24]([CH3:27])([CH3:26])[CH3:25])=[O:22])[N:10]=[C:9]2[N:8]([C:28]([O:30][C:31]([CH3:34])([CH3:33])[CH3:32])=[O:29])[C:6]([O:5][C:1]([CH3:3])([CH3:2])[CH3:4])=[O:7]. The catalyst class is: 29.